This data is from Reaction yield outcomes from USPTO patents with 853,638 reactions. The task is: Predict the reaction yield, written as a fraction of the theoretical maximum amount of product (1.0 means a 100% yield; for example, 0.34 means a 34% yield). The reactants are [NH2:1][C:2]1[N:11]=[C:10]2[C:5]([CH2:6][CH2:7][C:8]3[C:14]([C:15](O)=[O:16])=[CH:13][N:12]([CH3:18])[C:9]=32)=[CH:4][N:3]=1.C1C=CC2N(O)N=[N:25]C=2C=1.N.CN(C(ON1N=NC2C=CC=CC1=2)=[N+](C)C)C.[B-](F)(F)(F)F.CCN(C(C)C)C(C)C. The catalyst is CN(C=O)C. The product is [NH2:1][C:2]1[N:11]=[C:10]2[C:5]([CH2:6][CH2:7][C:8]3[C:14]([C:15]([NH2:25])=[O:16])=[CH:13][N:12]([CH3:18])[C:9]=32)=[CH:4][N:3]=1. The yield is 0.550.